Predict the product of the given reaction. From a dataset of Forward reaction prediction with 1.9M reactions from USPTO patents (1976-2016). (1) Given the reactants Cl[C:2]1[C:11]2[C:6](=[CH:7][CH:8]=[CH:9][CH:10]=2)[C:5]2=[CH:12][N:13]=[C:14]([C:15]3[CH:19]=[CH:18][O:17][N:16]=3)[N:4]2[N:3]=1.[CH3:20][N:21]1[CH:25]=[N:24][C:23]([CH2:26][OH:27])=[N:22]1, predict the reaction product. The product is: [CH3:20][N:21]1[CH:25]=[N:24][C:23]([CH2:26][O:27][C:2]2[C:11]3[C:6](=[CH:7][CH:8]=[CH:9][CH:10]=3)[C:5]3=[CH:12][N:13]=[C:14]([C:15]4[CH:19]=[CH:18][O:17][N:16]=4)[N:4]3[N:3]=2)=[N:22]1. (2) The product is: [CH2:1]([N:8]1[CH2:13][CH2:12][N:11]([C:14]2[CH:19]=[C:18]([NH:46][S:43]([C:40]3[CH:41]=[CH:42][C:37]([CH:34]([CH3:36])[CH3:35])=[CH:38][CH:39]=3)(=[O:44])=[O:45])[CH:17]=[N:16][CH:15]=2)[CH2:10][CH2:9]1)[C:2]1[CH:7]=[CH:6][CH:5]=[CH:4][CH:3]=1. Given the reactants [CH2:1]([N:8]1[CH2:13][CH2:12][N:11]([C:14]2[CH:15]=[N:16][CH:17]=[C:18](Br)[CH:19]=2)[CH2:10][CH2:9]1)[C:2]1[CH:7]=[CH:6][CH:5]=[CH:4][CH:3]=1.C(P(C(C)(C)C)C(C)(C)C)(C)(C)C.[CH:34]([C:37]1[CH:42]=[CH:41][C:40]([S:43]([NH2:46])(=[O:45])=[O:44])=[CH:39][CH:38]=1)([CH3:36])[CH3:35].[H-].[Na+], predict the reaction product. (3) Given the reactants [C:1]([C:3]1[CH:4]=[C:5]([CH:10]=[CH:11][CH:12]=1)[C:6]([NH:8]Cl)=O)#[N:2].C([O-])(O)=[O:14].[Na+].[Cl:18][C:19]1[CH:24]=[C:23]([C:25]([C:27]([F:30])([F:29])[F:28])=[CH2:26])[CH:22]=[C:21]([Cl:31])[CH:20]=1, predict the reaction product. The product is: [Cl:18][C:19]1[CH:24]=[C:23]([C:25]2([C:27]([F:28])([F:29])[F:30])[O:14][N:8]=[C:6]([C:5]3[CH:4]=[C:3]([CH:12]=[CH:11][CH:10]=3)[C:1]#[N:2])[CH2:26]2)[CH:22]=[C:21]([Cl:31])[CH:20]=1. (4) Given the reactants C(CC(OCC)=O)(=O)CCC.C(O)C1C=CC=CC=1.[C:20]([CH2:25][C:26]([O:28][CH2:29][C:30]1[CH:35]=[CH:34][CH:33]=[CH:32][CH:31]=1)=[O:27])(=O)[CH2:21][CH2:22][CH3:23].COC1C=CC(C2(C3C=CC(OC)=CC=3)CC[NH:47]CC2)=CC=1.N, predict the reaction product. The product is: [NH2:47][C:20]([CH2:21][CH2:22][CH3:23])=[CH:25][C:26]([O:28][CH2:29][C:30]1[CH:35]=[CH:34][CH:33]=[CH:32][CH:31]=1)=[O:27]. (5) Given the reactants [CH:1](=O)[CH2:2][CH2:3][CH2:4][CH2:5][CH2:6][CH2:7][CH2:8][CH2:9][CH2:10][CH2:11][CH2:12][CH3:13].[ClH:15].Cl.[CH2:17]([NH:24][C:25]([NH:27][C:28]([NH2:30])=[NH:29])=[NH:26])[C:18]1[CH:23]=[CH:22][CH:21]=[CH:20][CH:19]=1, predict the reaction product. The product is: [ClH:15].[NH2:30][C:28]1[NH:27][C:25]([NH:24][CH2:17][C:18]2[CH:23]=[CH:22][CH:21]=[CH:20][CH:19]=2)=[N:26][CH:1]([CH2:2][CH2:3][CH2:4][CH2:5][CH2:6][CH2:7][CH2:8][CH2:9][CH2:10][CH2:11][CH2:12][CH3:13])[N:29]=1. (6) Given the reactants C([N:11]1[CH2:15][CH2:14][C:13]([CH2:22][CH2:23][N:24]2[CH2:30][CH2:29][CH2:28][N:27]([C:31]3[N:35]([CH2:36][CH2:37][O:38][CH2:39][CH3:40])[C:34]4[CH:41]=[CH:42][CH:43]=[CH:44][C:33]=4[N:32]=3)[CH2:26][CH2:25]2)([C:16]2[CH:21]=[CH:20][CH:19]=[CH:18][CH:17]=2)[CH2:12]1)(OCC1C=CC=CC=1)=O.[Cl:45]CCl.Cl.O1CCOCC1, predict the reaction product. The product is: [ClH:45].[CH2:39]([O:38][CH2:37][CH2:36][N:35]1[C:34]2[CH:41]=[CH:42][CH:43]=[CH:44][C:33]=2[N:32]=[C:31]1[N:27]1[CH2:28][CH2:29][CH2:30][N:24]([CH2:23][CH2:22][C:13]2([C:16]3[CH:21]=[CH:20][CH:19]=[CH:18][CH:17]=3)[CH2:14][CH2:15][NH:11][CH2:12]2)[CH2:25][CH2:26]1)[CH3:40]. (7) Given the reactants [CH3:1][C:2]1([CH3:20])[CH2:7][CH2:6][CH:5]([C:8]2[S:9][C:10]3[N:11]=[C:12]([CH3:19])[N:13]=[C:14]([CH:17]=[O:18])[C:15]=3[N:16]=2)[CH2:4][CH2:3]1.CC(=CC)C.[O-:26]Cl=O.[Na+].[O-]S([O-])(=S)=O.[Na+].[Na+].[O-]S([O-])(=O)=O.[Na+].[Na+], predict the reaction product. The product is: [CH3:1][C:2]1([CH3:20])[CH2:3][CH2:4][CH:5]([C:8]2[S:9][C:10]3[N:11]=[C:12]([CH3:19])[N:13]=[C:14]([C:17]([OH:26])=[O:18])[C:15]=3[N:16]=2)[CH2:6][CH2:7]1. (8) Given the reactants [Cl:1][C:2]1[CH:7]=[CH:6][C:5]([F:8])=[CH:4][C:3]=1[C@H:9]1[CH2:13][CH2:12][CH2:11][N:10]1[C:14]1[CH:19]=[CH:18][N:17]2[N:20]=[CH:21][C:22]([NH:23][C:24]([C:26]3([CH3:39])[CH2:31][CH2:30][N:29](C(OC(C)(C)C)=O)[CH2:28][CH2:27]3)=[O:25])=[C:16]2[N:15]=1.Cl, predict the reaction product. The product is: [ClH:1].[Cl:1][C:2]1[CH:7]=[CH:6][C:5]([F:8])=[CH:4][C:3]=1[C@H:9]1[CH2:13][CH2:12][CH2:11][N:10]1[C:14]1[CH:19]=[CH:18][N:17]2[N:20]=[CH:21][C:22]([NH:23][C:24]([C:26]3([CH3:39])[CH2:31][CH2:30][NH:29][CH2:28][CH2:27]3)=[O:25])=[C:16]2[N:15]=1. (9) Given the reactants [C:1]([C@@H:3]1[CH2:8][C@H:7]2[C@H:5]([CH2:6]2)[N:4]1[C:9](=[O:30])[C@H:10]([C:19]12[CH2:28][CH:23]3[CH2:24][CH:25]([CH2:27][C:21]([OH:29])([CH2:22]3)[CH2:20]1)[CH2:26]2)[NH:11]C(OC(C)(C)C)=O)#[N:2].[C:31]([O-:39])(=[O:38])[C:32]1[CH:37]=[CH:36][CH:35]=[CH:34][CH:33]=1.[Na+], predict the reaction product. The product is: [NH2:11][C@@H:10]([C:19]12[CH2:26][CH:25]3[CH2:24][CH:23]([CH2:22][C:21]([OH:29])([CH2:27]3)[CH2:20]1)[CH2:28]2)[C:9]([N:4]1[C@H:3]([C:1]#[N:2])[CH2:8][C@H:7]2[C@@H:5]1[CH2:6]2)=[O:30].[C:31]([O-:39])(=[O:38])[C:32]1[CH:37]=[CH:36][CH:35]=[CH:34][CH:33]=1.